Dataset: Forward reaction prediction with 1.9M reactions from USPTO patents (1976-2016). Task: Predict the product of the given reaction. (1) The product is: [Cl:1][C:2]1[CH:10]=[C:9]([C:11]2[CH2:15][C:14]([C:20]3[CH:21]=[C:22]([Cl:27])[CH:23]=[C:24]([Cl:26])[CH:25]=3)([C:16]([F:19])([F:18])[F:17])[O:13][N:12]=2)[CH:8]=[CH:7][C:3]=1[C:4]([NH:36][CH2:37][C:38]([NH:40][CH2:41][CH3:42])=[O:39])=[N:5][OH:6]. Given the reactants [Cl:1][C:2]1[CH:10]=[C:9]([C:11]2[CH2:15][C:14]([C:20]3[CH:25]=[C:24]([Cl:26])[CH:23]=[C:22]([Cl:27])[CH:21]=3)([C:16]([F:19])([F:18])[F:17])[O:13][N:12]=2)[CH:8]=[CH:7][C:3]=1[CH:4]=[N:5][OH:6].ClN1C(=O)CCC1=O.[NH2:36][CH2:37][C:38]([NH:40][CH2:41][CH3:42])=[O:39].C(N(CC)CC)C, predict the reaction product. (2) Given the reactants Cl.[CH3:2][C:3]([CH3:33])([CH3:32])[CH2:4][C:5]1[N:6]=[C:7]([CH:16]([OH:31])[CH2:17][C:18]2[CH:23]=[CH:22][C:21]([C:24]3[CH:29]=[CH:28][C:27]([F:30])=[CH:26][N:25]=3)=[CH:20][CH:19]=2)[N:8](S(N(C)C)(=O)=O)[CH:9]=1, predict the reaction product. The product is: [CH3:2][C:3]([CH3:33])([CH3:32])[CH2:4][C:5]1[N:6]=[C:7]([CH:16]([OH:31])[CH2:17][C:18]2[CH:23]=[CH:22][C:21]([C:24]3[CH:29]=[CH:28][C:27]([F:30])=[CH:26][N:25]=3)=[CH:20][CH:19]=2)[NH:8][CH:9]=1.